From a dataset of Forward reaction prediction with 1.9M reactions from USPTO patents (1976-2016). Predict the product of the given reaction. (1) Given the reactants [CH3:1][C:2]1[CH:9]=[C:8]([O:10][CH2:11][C:12]2[NH:16][N:15]=[N:14][N:13]=2)[CH:7]=[C:6]([CH3:17])[C:3]=1[CH:4]=O.[NH2:18][C:19]1[CH:20]=[C:21]([CH:33]=[CH:34][C:35]=1[NH2:36])[C:22]([NH:24][C:25]1[CH:30]=[CH:29][C:28]([CH3:31])=[C:27]([CH3:32])[CH:26]=1)=[O:23].C(S([O-])(=O)=O)(F)(F)F.C(S([O-])(=O)=O)(F)(F)F.C(S([O-])(=O)=O)(F)(F)F.[Yb+3].O(S(C(F)(F)F)(=O)=O)S(C(F)(F)F)(=O)=O, predict the reaction product. The product is: [CH3:32][C:27]1[CH:26]=[C:25]([NH:24][C:22]([C:21]2[CH:33]=[CH:34][C:35]3[N:36]=[C:4]([C:3]4[C:2]([CH3:1])=[CH:9][C:8]([O:10][CH2:11][C:12]5[NH:16][N:15]=[N:14][N:13]=5)=[CH:7][C:6]=4[CH3:17])[NH:18][C:19]=3[CH:20]=2)=[O:23])[CH:30]=[CH:29][C:28]=1[CH3:31]. (2) Given the reactants [NH2:1][C:2]1[CH:7]=[CH:6][C:5]([I:8])=[CH:4][N:3]=1.[CH2:9]=O, predict the reaction product. The product is: [I:8][C:5]1[CH:6]=[CH:7][C:2]([N:1]=[CH2:9])=[N:3][CH:4]=1. (3) The product is: [F:1][C:2]1[C:7]([C:12]2([OH:15])[CH2:13][CH2:14][O:9][CH2:10][CH2:11]2)=[N:6][CH:5]=[CH:4][N:3]=1. Given the reactants [F:1][C:2]1[C:7](I)=[N:6][CH:5]=[CH:4][N:3]=1.[O:9]1[CH2:14][CH2:13][C:12](=[O:15])[CH2:11][CH2:10]1, predict the reaction product. (4) The product is: [N:1]([CH2:6][CH2:7][N:8]1[C:20]2[C:19]3[CH:18]=[CH:17][CH:16]=[CH:15][C:14]=3[N:13]=[C:12]([NH2:21])[C:11]=2[N:10]=[C:9]1[CH2:22][O:23][CH2:24][CH3:25])=[N+:2]=[N-:3]. Given the reactants [N-:1]=[N+:2]=[N-:3].[Na+].Cl[CH2:6][CH2:7][N:8]1[C:20]2[C:19]3[CH:18]=[CH:17][CH:16]=[CH:15][C:14]=3[N:13]=[C:12]([NH2:21])[C:11]=2[N:10]=[C:9]1[CH2:22][O:23][CH2:24][CH3:25].O, predict the reaction product. (5) The product is: [Br:13][CH2:12][C:4]1[CH:5]=[C:6]([C:8]([CH3:9])([CH3:11])[CH3:10])[CH:7]=[C:2]([Cl:1])[N:3]=1. Given the reactants [Cl:1][C:2]1[CH:7]=[C:6]([C:8]([CH3:11])([CH3:10])[CH3:9])[CH:5]=[C:4]([CH3:12])[N:3]=1.[Br:13]N1C(=O)CCC1=O, predict the reaction product.